From a dataset of Reaction yield outcomes from USPTO patents with 853,638 reactions. Predict the reaction yield, written as a fraction of the theoretical maximum amount of product (1.0 means a 100% yield; for example, 0.34 means a 34% yield). (1) The reactants are [CH3:1][C:2]([C:5]1[C:10]([C:11]2[CH:16]=[C:15]([O:17][CH3:18])[CH:14]=[CH:13][C:12]=2[F:19])=[CH:9][C:8]([CH2:20][O:21][C:22]2[CH:27]=[CH:26][C:25]([C@H:28]([CH2:35][CH3:36])[CH2:29][C:30]([O:32]CC)=[O:31])=[CH:24][CH:23]=2)=[CH:7][CH:6]=1)([CH3:4])[CH3:3].[OH-].[Li+]. The catalyst is C1COCC1.CO. The product is [CH3:4][C:2]([C:5]1[C:10]([C:11]2[CH:16]=[C:15]([O:17][CH3:18])[CH:14]=[CH:13][C:12]=2[F:19])=[CH:9][C:8]([CH2:20][O:21][C:22]2[CH:23]=[CH:24][C:25]([C@H:28]([CH2:35][CH3:36])[CH2:29][C:30]([OH:32])=[O:31])=[CH:26][CH:27]=2)=[CH:7][CH:6]=1)([CH3:1])[CH3:3]. The yield is 0.870. (2) The reactants are [NH:1]1[CH2:5][CH2:4][CH2:3][CH2:2]1.[CH3:6][O:7][C:8]1[CH:9]=[C:10]([CH:14]=[CH:15][C:16]=1[N+:17]([O-:19])=[O:18])[C:11](Cl)=[O:12].CCN(C(C)C)C(C)C. The catalyst is C1COCC1. The product is [CH3:6][O:7][C:8]1[CH:9]=[C:10]([C:11]([N:1]2[CH2:5][CH2:4][CH2:3][CH2:2]2)=[O:12])[CH:14]=[CH:15][C:16]=1[N+:17]([O-:19])=[O:18]. The yield is 0.960.